This data is from NCI-60 drug combinations with 297,098 pairs across 59 cell lines. The task is: Regression. Given two drug SMILES strings and cell line genomic features, predict the synergy score measuring deviation from expected non-interaction effect. (1) Drug 1: C1=CC(=CC=C1CCC2=CNC3=C2C(=O)NC(=N3)N)C(=O)NC(CCC(=O)O)C(=O)O. Drug 2: CC1C(C(=O)NC(C(=O)N2CCCC2C(=O)N(CC(=O)N(C(C(=O)O1)C(C)C)C)C)C(C)C)NC(=O)C3=C4C(=C(C=C3)C)OC5=C(C(=O)C(=C(C5=N4)C(=O)NC6C(OC(=O)C(N(C(=O)CN(C(=O)C7CCCN7C(=O)C(NC6=O)C(C)C)C)C)C(C)C)C)N)C. Cell line: NCI-H522. Synergy scores: CSS=20.9, Synergy_ZIP=4.94, Synergy_Bliss=7.66, Synergy_Loewe=7.51, Synergy_HSA=7.53. (2) Drug 1: COC1=C(C=C2C(=C1)N=CN=C2NC3=CC(=C(C=C3)F)Cl)OCCCN4CCOCC4. Drug 2: CC1=C(C=C(C=C1)NC(=O)C2=CC=C(C=C2)CN3CCN(CC3)C)NC4=NC=CC(=N4)C5=CN=CC=C5. Cell line: LOX IMVI. Synergy scores: CSS=9.56, Synergy_ZIP=-0.922, Synergy_Bliss=1.17, Synergy_Loewe=-4.26, Synergy_HSA=-0.317. (3) Drug 1: CC1=C2C(C(=O)C3(C(CC4C(C3C(C(C2(C)C)(CC1OC(=O)C(C(C5=CC=CC=C5)NC(=O)OC(C)(C)C)O)O)OC(=O)C6=CC=CC=C6)(CO4)OC(=O)C)OC)C)OC. Drug 2: C#CCC(CC1=CN=C2C(=N1)C(=NC(=N2)N)N)C3=CC=C(C=C3)C(=O)NC(CCC(=O)O)C(=O)O. Cell line: HS 578T. Synergy scores: CSS=58.4, Synergy_ZIP=7.33, Synergy_Bliss=7.31, Synergy_Loewe=6.55, Synergy_HSA=7.77. (4) Drug 1: C1C(C(OC1N2C=C(C(=O)NC2=O)F)CO)O. Drug 2: COC1=NC(=NC2=C1N=CN2C3C(C(C(O3)CO)O)O)N. Cell line: OVCAR-8. Synergy scores: CSS=-3.39, Synergy_ZIP=3.42, Synergy_Bliss=4.53, Synergy_Loewe=-2.08, Synergy_HSA=-1.67. (5) Drug 1: CC1C(C(CC(O1)OC2CC(CC3=C2C(=C4C(=C3O)C(=O)C5=C(C4=O)C(=CC=C5)OC)O)(C(=O)C)O)N)O.Cl. Drug 2: C1=NC2=C(N=C(N=C2N1C3C(C(C(O3)CO)O)F)Cl)N. Cell line: COLO 205. Synergy scores: CSS=39.0, Synergy_ZIP=-8.26, Synergy_Bliss=-8.58, Synergy_Loewe=-9.79, Synergy_HSA=-6.29.